Dataset: CYP2D6 inhibition data for predicting drug metabolism from PubChem BioAssay. Task: Regression/Classification. Given a drug SMILES string, predict its absorption, distribution, metabolism, or excretion properties. Task type varies by dataset: regression for continuous measurements (e.g., permeability, clearance, half-life) or binary classification for categorical outcomes (e.g., BBB penetration, CYP inhibition). Dataset: cyp2d6_veith. The compound is CC(C)(C)NC[C@H](O)c1cc(Cl)c(N)c(Cl)c1. The result is 0 (non-inhibitor).